Task: Predict the reactants needed to synthesize the given product.. Dataset: Retrosynthesis with 50K atom-mapped reactions and 10 reaction types from USPTO (1) Given the product CCOC(=O)c1cn(NC)c2c(F)cc(I)cc2c1=O, predict the reactants needed to synthesize it. The reactants are: CCOC(=O)c1cn(N(C)C(=O)OC(C)(C)C)c2c(F)cc(I)cc2c1=O. (2) Given the product O=C(O)Cc1cnc(N=C2SC[C@@H]3Cc4ccccc4CN23)s1, predict the reactants needed to synthesize it. The reactants are: CCOC(=O)Cc1cnc(N=C2SC[C@@H]3Cc4ccccc4CN23)s1. (3) Given the product O=C1C(=O)c2ccccc2C2=C1SCC1(CCN(C(=O)c3ccncc3)CC1)O2, predict the reactants needed to synthesize it. The reactants are: O=C(Cl)c1ccncc1.O=C1C(=O)c2ccccc2C2=C1SCC1(CCNCC1)O2. (4) Given the product O=C1Nc2ccccc2C1=O, predict the reactants needed to synthesize it. The reactants are: O=C1Nc2c(F)cccc2C1=O.